Predict which catalyst facilitates the given reaction. From a dataset of Catalyst prediction with 721,799 reactions and 888 catalyst types from USPTO. (1) Reactant: C(O)C.[OH-].[K+].[CH2:6]([C:12]1[CH:20]=[C:19]2[C:15]([C:16](=[O:21])[CH2:17][CH2:18]2)=[CH:14][C:13]=1[O:22][CH2:23][CH2:24][CH2:25][C:26]([O:28]CC)=[O:27])[CH2:7][CH2:8][CH2:9][CH2:10][CH3:11]. Product: [CH2:6]([C:12]1[CH:20]=[C:19]2[C:15]([C:16](=[O:21])[CH2:17][CH2:18]2)=[CH:14][C:13]=1[O:22][CH2:23][CH2:24][CH2:25][C:26]([OH:28])=[O:27])[CH2:7][CH2:8][CH2:9][CH2:10][CH3:11]. The catalyst class is: 6. (2) Reactant: [CH:1]([C:3]1[CH:10]=[CH:9][C:6]([C:7]#[N:8])=[CH:5][C:4]=1[OH:11])=[O:2].[CH2:12](Br)[C:13]1[CH:18]=[CH:17][CH:16]=[CH:15][CH:14]=1.C([O-])([O-])=O.[K+].[K+].[BH4-].[Na+]. Product: [CH2:12]([O:11][C:4]1[CH:5]=[C:6]([CH:9]=[CH:10][C:3]=1[CH2:1][OH:2])[C:7]#[N:8])[C:13]1[CH:18]=[CH:17][CH:16]=[CH:15][CH:14]=1. The catalyst class is: 92.